Dataset: Full USPTO retrosynthesis dataset with 1.9M reactions from patents (1976-2016). Task: Predict the reactants needed to synthesize the given product. (1) Given the product [O:33]=[C:14]1[C:15]2([C:25]3=[CH:26][C:27]4[O:31][CH2:30][O:29][C:28]=4[CH:32]=[C:24]3[O:23][CH2:22]2)[C:16]2[C:21](=[CH:20][CH:19]=[CH:18][CH:17]=2)[N:13]1[CH2:2][C:3]#[N:4], predict the reactants needed to synthesize it. The reactants are: Cl[CH2:2][C:3]#[N:4].BrCC1CCCCO1.[NH:13]1[C:21]2[C:16](=[CH:17][CH:18]=[CH:19][CH:20]=2)[C:15]2([C:25]3=[CH:26][C:27]4[O:31][CH2:30][O:29][C:28]=4[CH:32]=[C:24]3[O:23][CH2:22]2)[C:14]1=[O:33].N1C2C(=CC=CC=2)C2(COC3C=C4C(=CC2=3)CCO4)C1=O. (2) Given the product [NH2:1][C:2]1[N:6]([CH3:7])[C:5](=[O:8])[C:4]([C:19]2[CH:24]=[CH:23][CH:22]=[C:21](/[CH:36]=[CH:35]/[CH:32]3[CH2:34][CH2:33]3)[CH:20]=2)([C:9]2[CH:14]=[CH:13][C:12]([O:15][CH:16]([F:18])[F:17])=[CH:11][CH:10]=2)[N:3]=1, predict the reactants needed to synthesize it. The reactants are: [NH2:1][C:2]1[N:6]([CH3:7])[C:5](=[O:8])[C:4]([C:19]2[CH:24]=[CH:23][CH:22]=[C:21](Br)[CH:20]=2)([C:9]2[CH:14]=[CH:13][C:12]([O:15][CH:16]([F:18])[F:17])=[CH:11][CH:10]=2)[N:3]=1.C(COC)OC.[CH:32]1(/[CH:35]=[CH:36]/B2OC(C)(C)C(C)(C)O2)[CH2:34][CH2:33]1.C([O-])([O-])=O.[Na+].[Na+]. (3) Given the product [C:17]1([S:23][C@@H:2]2[CH2:3][CH2:4][CH2:5][CH2:6][C@H:1]2[OH:7])[CH:22]=[CH:21][CH:20]=[CH:19][CH:18]=1, predict the reactants needed to synthesize it. The reactants are: [CH:1]12[O:7][CH:2]1[CH2:3][CH2:4][CH2:5][CH2:6]2.C(N(CC)C(C)C)(C)C.[C:17]1([SH:23])[CH:22]=[CH:21][CH:20]=[CH:19][CH:18]=1. (4) Given the product [NH2:3][CH2:12][CH2:13][CH2:14][CH2:15][C:16]1[CH:17]=[CH:18][C:19]([S:22]([NH:25][C@@H:26]([CH:30]([CH3:32])[CH3:31])[C:27]([NH2:29])=[O:28])(=[O:24])=[O:23])=[CH:20][CH:21]=1, predict the reactants needed to synthesize it. The reactants are: O=C1C2C(=CC=CC=2)C(=O)[N:3]1[CH2:12][CH2:13][CH2:14][CH2:15][C:16]1[CH:21]=[CH:20][C:19]([S:22]([NH:25][C@@H:26]([CH:30]([CH3:32])[CH3:31])[C:27]([NH2:29])=[O:28])(=[O:24])=[O:23])=[CH:18][CH:17]=1.CN.